From a dataset of Peptide-MHC class I binding affinity with 185,985 pairs from IEDB/IMGT. Regression. Given a peptide amino acid sequence and an MHC pseudo amino acid sequence, predict their binding affinity value. This is MHC class I binding data. (1) The binding affinity (normalized) is 0.213. The MHC is HLA-B53:01 with pseudo-sequence HLA-B53:01. The peptide sequence is WDAYIPHYV. (2) The peptide sequence is NTRDHVNLV. The MHC is HLA-A02:11 with pseudo-sequence HLA-A02:11. The binding affinity (normalized) is 0.0847. (3) The peptide sequence is GLIQYPTAW. The MHC is HLA-B39:01 with pseudo-sequence HLA-B39:01. The binding affinity (normalized) is 0.0847. (4) The peptide sequence is ANGSLFTEQ. The MHC is HLA-A11:01 with pseudo-sequence HLA-A11:01. The binding affinity (normalized) is 0. (5) The MHC is HLA-A02:01 with pseudo-sequence HLA-A02:01. The binding affinity (normalized) is 0.981. The peptide sequence is YLFRIVSTV. (6) The peptide sequence is ETIEILRNY. The MHC is HLA-A33:01 with pseudo-sequence HLA-A33:01. The binding affinity (normalized) is 0.291.